This data is from Forward reaction prediction with 1.9M reactions from USPTO patents (1976-2016). The task is: Predict the product of the given reaction. (1) Given the reactants [Br:1][C:2]1[CH:3]=[C:4]([N:8]2[C:17]3[C:12](=[CH:13][CH:14]=[CH:15][N:16]=3)[C:11](=[O:18])[C:10]([C:19](O)=[O:20])=[CH:9]2)[CH:5]=[CH:6][CH:7]=1.C(N(CC)CC)C.ClC(OCC(C)C)=O.[CH:37]([NH2:40])([CH3:39])[CH3:38], predict the reaction product. The product is: [CH:37]([NH:40][C:19]([C:10]1[C:11](=[O:18])[C:12]2[C:17](=[N:16][CH:15]=[CH:14][CH:13]=2)[N:8]([C:4]2[CH:5]=[CH:6][CH:7]=[C:2]([Br:1])[CH:3]=2)[CH:9]=1)=[O:20])([CH3:39])[CH3:38]. (2) The product is: [Br:14][CH2:1][C:2]1[CH:9]=[CH:8][C:5]([C:6]#[N:7])=[CH:4][C:3]=1[C:10]([F:11])([F:12])[F:13]. Given the reactants [CH3:1][C:2]1[CH:9]=[CH:8][C:5]([C:6]#[N:7])=[CH:4][C:3]=1[C:10]([F:13])([F:12])[F:11].[Br:14]N1C(=O)CCC1=O, predict the reaction product. (3) Given the reactants [CH3:1][O:2][C:3](=[O:14])[CH2:4][C:5]1[CH:10]=[CH:9][C:8]([O:11][CH3:12])=[C:7]([OH:13])[CH:6]=1.[Br:15][C:16]1[CH:17]=[CH:18][C:19](F)=[C:20]([CH:23]=1)[CH:21]=[O:22], predict the reaction product. The product is: [CH3:1][O:2][C:3](=[O:14])[CH2:4][C:5]1[CH:10]=[CH:9][C:8]([O:11][CH3:12])=[C:7]([O:13][C:19]2[CH:18]=[CH:17][C:16]([Br:15])=[CH:23][C:20]=2[CH:21]=[O:22])[CH:6]=1. (4) The product is: [C:12]([C:16]1[CH:17]=[CH:18][C:19]([CH2:20][NH:21][CH2:25][CH2:24][C:2]2[CH:7]=[CH:6][C:5]([Cl:8])=[C:4]([CH:9]([CH3:11])[CH3:10])[CH:3]=2)=[CH:28][CH:29]=1)([CH3:14])([CH3:13])[CH3:15]. Given the reactants Br[C:2]1[CH:7]=[CH:6][C:5]([Cl:8])=[C:4]([CH:9]([CH3:11])[CH3:10])[CH:3]=1.[C:12]([C:16]1[CH:29]=[CH:28][C:19]([CH2:20][N:21]2[CH2:25][CH2:24]OS2(=O)=O)=[CH:18][CH:17]=1)([CH3:15])([CH3:14])[CH3:13], predict the reaction product. (5) Given the reactants [N:1]1[CH:6]=[CH:5][N:4]=[CH:3][C:2]=1[C:7]([NH2:9])=[O:8].[OH2:10].S(=O)(=O)(O)O.NOS(O)(=O)=O.[CH3:22]O, predict the reaction product. The product is: [OH:10][CH2:22][C:5]1[N:4]=[CH:3][C:2]([C:7]([NH2:9])=[O:8])=[N:1][CH:6]=1. (6) Given the reactants [C:1]([O:5][C:6]([N:8]1[CH2:12][C@H:11]([OH:13])[CH2:10][C@H:9]1[C:14]([OH:16])=O)=[O:7])([CH3:4])([CH3:3])[CH3:2].O.O[N:19]1C2C=CC=CC=2N=N1.Cl.CNC(NC)CCN=C=NCC.N, predict the reaction product. The product is: [NH2:19][C:14]([C@@H:9]1[CH2:10][C@@H:11]([OH:13])[CH2:12][N:8]1[C:6]([O:5][C:1]([CH3:4])([CH3:3])[CH3:2])=[O:7])=[O:16]. (7) Given the reactants [C:1]([C:4]1[N:5]=[CH:6][N:7]([CH3:9])[CH:8]=1)(=[O:3])[CH3:2].[C:10](OCC)(=[O:16])[C:11]([O:13][CH2:14][CH3:15])=[O:12], predict the reaction product. The product is: [CH3:9][N:7]1[CH:8]=[C:4]([C:1](=[O:3])[CH2:2][C:10](=[O:16])[C:11]([O:13][CH2:14][CH3:15])=[O:12])[N:5]=[CH:6]1. (8) Given the reactants [C:1]1([S:7]([C:10]2[C:18]3[C:13](=[CH:14][CH:15]=[C:16]([O:19][CH2:20][CH2:21]OS(C4C=CC(C)=CC=4)(=O)=O)[CH:17]=3)[NH:12][N:11]=2)(=[O:9])=[O:8])[CH:6]=[CH:5][CH:4]=[CH:3][CH:2]=1.C1COCC1.[CH3:38][NH2:39], predict the reaction product. The product is: [C:1]1([S:7]([C:10]2[C:18]3[C:13](=[CH:14][CH:15]=[C:16]([O:19][CH2:20][CH2:21][NH:39][CH3:38])[CH:17]=3)[NH:12][N:11]=2)(=[O:9])=[O:8])[CH:6]=[CH:5][CH:4]=[CH:3][CH:2]=1.